Dataset: NCI-60 drug combinations with 297,098 pairs across 59 cell lines. Task: Regression. Given two drug SMILES strings and cell line genomic features, predict the synergy score measuring deviation from expected non-interaction effect. (1) Drug 1: C1=CC(=CC=C1CC(C(=O)O)N)N(CCCl)CCCl.Cl. Drug 2: CC1C(C(CC(O1)OC2CC(OC(C2O)C)OC3=CC4=CC5=C(C(=O)C(C(C5)C(C(=O)C(C(C)O)O)OC)OC6CC(C(C(O6)C)O)OC7CC(C(C(O7)C)O)OC8CC(C(C(O8)C)O)(C)O)C(=C4C(=C3C)O)O)O)O. Cell line: T-47D. Synergy scores: CSS=6.68, Synergy_ZIP=-1.11, Synergy_Bliss=0.0258, Synergy_Loewe=-4.24, Synergy_HSA=-3.51. (2) Drug 1: CC12CCC3C(C1CCC2NC(=O)OCC(F)(F)F)CCC4C3(C=CC(=O)N4C)C. Drug 2: C1CC(C1)(C2=CC=C(C=C2)C3=C(C=C4C(=N3)C=CN5C4=NNC5=O)C6=CC=CC=C6)N. Cell line: UACC62. Synergy scores: CSS=22.8, Synergy_ZIP=-0.816, Synergy_Bliss=0.163, Synergy_Loewe=-9.93, Synergy_HSA=-0.521. (3) Drug 1: C(CN)CNCCSP(=O)(O)O. Drug 2: C1C(C(OC1N2C=NC3=C2NC=NCC3O)CO)O. Cell line: K-562. Synergy scores: CSS=-26.4, Synergy_ZIP=15.1, Synergy_Bliss=0.895, Synergy_Loewe=-4.36, Synergy_HSA=-23.9. (4) Drug 1: CC1OCC2C(O1)C(C(C(O2)OC3C4COC(=O)C4C(C5=CC6=C(C=C35)OCO6)C7=CC(=C(C(=C7)OC)O)OC)O)O. Drug 2: CN(CCCl)CCCl.Cl. Cell line: SN12C. Synergy scores: CSS=37.0, Synergy_ZIP=-11.9, Synergy_Bliss=-0.379, Synergy_Loewe=0.197, Synergy_HSA=2.53. (5) Drug 1: CC1CCC2CC(C(=CC=CC=CC(CC(C(=O)C(C(C(=CC(C(=O)CC(OC(=O)C3CCCCN3C(=O)C(=O)C1(O2)O)C(C)CC4CCC(C(C4)OC)OCCO)C)C)O)OC)C)C)C)OC. Drug 2: B(C(CC(C)C)NC(=O)C(CC1=CC=CC=C1)NC(=O)C2=NC=CN=C2)(O)O. Cell line: MDA-MB-231. Synergy scores: CSS=55.4, Synergy_ZIP=-4.25, Synergy_Bliss=-2.30, Synergy_Loewe=-2.69, Synergy_HSA=-1.89.